From a dataset of Reaction yield outcomes from USPTO patents with 853,638 reactions. Predict the reaction yield, written as a fraction of the theoretical maximum amount of product (1.0 means a 100% yield; for example, 0.34 means a 34% yield). (1) The reactants are [C:1]([C:5]1[O:9][C:8]([C:10](O)=[O:11])=[CH:7][C:6]=1[S:13](=[O:16])(=[O:15])[NH2:14])([CH3:4])([CH3:3])[CH3:2].[H-].[Al+3].[Li+].[H-].[H-].[H-].[Cl-].[NH4+]. The catalyst is C1COCC1.CCCCCC. The product is [C:1]([C:5]1[O:9][C:8]([CH2:10][OH:11])=[CH:7][C:6]=1[S:13]([NH2:14])(=[O:16])=[O:15])([CH3:4])([CH3:2])[CH3:3]. The yield is 0.980. (2) The reactants are [OH:1][C:2]1[CH:3]=[C:4]([C:14]([O:16][CH2:17][CH3:18])=[O:15])[C:5]2[CH:10]=[N:9][N:8]([CH:11]([CH3:13])[CH3:12])[C:6]=2[N:7]=1.[Cl:19]NC(=O)CCC(N)=O.O.C(OCC)(=O)C. The catalyst is CN(C=O)C. The product is [Cl:19][C:3]1[C:2]([OH:1])=[N:7][C:6]2[N:8]([CH:11]([CH3:13])[CH3:12])[N:9]=[CH:10][C:5]=2[C:4]=1[C:14]([O:16][CH2:17][CH3:18])=[O:15]. The yield is 0.699.